From a dataset of Peptide-MHC class II binding affinity with 134,281 pairs from IEDB. Regression. Given a peptide amino acid sequence and an MHC pseudo amino acid sequence, predict their binding affinity value. This is MHC class II binding data. (1) The peptide sequence is TYSQLMTLKDAKMLQ. The MHC is DRB1_0101 with pseudo-sequence DRB1_0101. The binding affinity (normalized) is 1.00. (2) The peptide sequence is ARTISEAGQAMASTE. The MHC is HLA-DQA10102-DQB10602 with pseudo-sequence HLA-DQA10102-DQB10602. The binding affinity (normalized) is 1.00. (3) The MHC is H-2-IAb with pseudo-sequence H-2-IAb. The binding affinity (normalized) is 0.0780. The peptide sequence is SNKFHIRLIKGELSN. (4) The peptide sequence is LPRPPATPPPPPPPQ. The MHC is HLA-DQA10401-DQB10402 with pseudo-sequence HLA-DQA10401-DQB10402. The binding affinity (normalized) is 0.